Task: Predict the reactants needed to synthesize the given product.. Dataset: Full USPTO retrosynthesis dataset with 1.9M reactions from patents (1976-2016) (1) Given the product [Cl:24][C:15]1[CH:16]=[CH:17][CH:18]=[C:19]([C:20]([F:21])([F:22])[F:23])[C:14]=1[C:13]([N:10]1[C:11]2[C:7](=[CH:6][CH:5]=[C:4]([C:1](=[O:3])/[N:2]=[CH:39]/[N:40]([CH3:42])[CH3:41])[CH:12]=2)[C:8]([C:26]2[CH:35]=[CH:34][C:29]([C:30]([O:32][CH3:33])=[O:31])=[CH:28][C:27]=2[F:36])=[N:9]1)=[O:25], predict the reactants needed to synthesize it. The reactants are: [C:1]([C:4]1[CH:12]=[C:11]2[C:7]([C:8]([C:26]3[CH:35]=[CH:34][C:29]([C:30]([O:32][CH3:33])=[O:31])=[CH:28][C:27]=3[F:36])=[N:9][N:10]2[C:13](=[O:25])[C:14]2[C:19]([C:20]([F:23])([F:22])[F:21])=[CH:18][CH:17]=[CH:16][C:15]=2[Cl:24])=[CH:6][CH:5]=1)(=[O:3])[NH2:2].CO[CH:39](OC)[N:40]([CH3:42])[CH3:41]. (2) Given the product [CH2:8]([O:15][C:16]([C@@H:18]1[CH2:23][C@@H:22]2[C@@H:20]([CH2:21]2)[N:19]1[C:37](=[O:38])[CH2:36][N:29]1[C:30]2[C:35](=[CH:34][CH:33]=[CH:32][CH:31]=2)[C:27]([C:24](=[O:26])[NH2:25])=[N:28]1)=[O:17])[C:9]1[CH:10]=[CH:11][CH:12]=[CH:13][CH:14]=1, predict the reactants needed to synthesize it. The reactants are: FC(F)(F)C(O)=O.[CH2:8]([O:15][C:16]([C@@H:18]1[CH2:23][C@@H:22]2[C@@H:20]([CH2:21]2)[NH:19]1)=[O:17])[C:9]1[CH:14]=[CH:13][CH:12]=[CH:11][CH:10]=1.[C:24]([C:27]1[C:35]2[C:30](=[CH:31][CH:32]=[CH:33][CH:34]=2)[N:29]([CH2:36][C:37](O)=[O:38])[N:28]=1)(=[O:26])[NH2:25].CN(C(ON1N=NC2C=CC=CC1=2)=[N+](C)C)C.F[P-](F)(F)(F)(F)F.CCN(C(C)C)C(C)C. (3) Given the product [ClH:36].[ClH:53].[O:29]([C:17]1[C:16]([NH:15][C:12]2[S:13][CH:14]=[C:10]([CH:7]3[CH2:6][CH2:5][N:4]([C:1](=[O:3])[CH3:2])[CH2:9][CH2:8]3)[N:11]=2)=[N:21][CH:20]=[C:19]([S:22][C:37]2[CH:42]=[CH:41][N:40]=[C:39]3[CH:43]=[CH:44][S:45][C:38]=23)[CH:18]=1)[C:30]1[CH:31]=[CH:32][CH:33]=[CH:34][CH:35]=1, predict the reactants needed to synthesize it. The reactants are: [C:1]([N:4]1[CH2:9][CH2:8][CH:7]([C:10]2[N:11]=[C:12]([NH:15][C:16]3[N:21]=[CH:20][C:19]([S:22]CCC(OC)=O)=[CH:18][C:17]=3[O:29][C:30]3[CH:35]=[CH:34][CH:33]=[CH:32][CH:31]=3)[S:13][CH:14]=2)[CH2:6][CH2:5]1)(=[O:3])[CH3:2].[Cl:36][C:37]1[CH:42]=[CH:41][N:40]=[C:39]2[CH:43]=[CH:44][S:45][C:38]=12.CC([O-])(C)C.[K+].[NH4+].[Cl-:53]. (4) Given the product [Cl:1][C:2]1[CH:3]=[C:4]2[C:5](=[CH:11][CH:12]=1)[C:6](=[O:7])[NH:15][NH:14][C:9]2=[O:8], predict the reactants needed to synthesize it. The reactants are: [Cl:1][C:2]1[CH:3]=[C:4]2[C:9](=O)[O:8][C:6](=[O:7])[C:5]2=[CH:11][CH:12]=1.O.[NH2:14][NH2:15].